Task: Predict which catalyst facilitates the given reaction.. Dataset: Catalyst prediction with 721,799 reactions and 888 catalyst types from USPTO (1) Reactant: [Cl:1][C:2]1[N:6]2[CH:7]=[C:8]([C:15]3[N:16](C(OC(C)(C)C)=O)[CH:17]=[CH:18][CH:19]=3)[CH:9]=[C:10]([C:11]([F:14])([F:13])[F:12])[C:5]2=[N:4][C:3]=1[C:27]([N:29]1[CH2:34][CH2:33][CH:32]([N:35]2[CH2:39][CH2:38][O:37][C:36]2=[O:40])[CH2:31][CH2:30]1)=[O:28].CO.N. Product: [Cl:1][C:2]1[N:6]2[CH:7]=[C:8]([C:15]3[NH:16][CH:17]=[CH:18][CH:19]=3)[CH:9]=[C:10]([C:11]([F:12])([F:13])[F:14])[C:5]2=[N:4][C:3]=1[C:27]([N:29]1[CH2:30][CH2:31][CH:32]([N:35]2[CH2:39][CH2:38][O:37][C:36]2=[O:40])[CH2:33][CH2:34]1)=[O:28]. The catalyst class is: 2. (2) Reactant: C(=O)(O)[O-].[Na+].Cl.[NH2:7][OH:8].[C:9](Cl)([O:11][CH2:12][CH:13]1[C:25]2[C:20](=[CH:21][CH:22]=[CH:23][CH:24]=2)[C:19]2[C:14]1=[CH:15][CH:16]=[CH:17][CH:18]=2)=[O:10]. Product: [OH:8][NH:7][C:9](=[O:10])[O:11][CH2:12][CH:13]1[C:25]2[CH:24]=[CH:23][CH:22]=[CH:21][C:20]=2[C:19]2[C:14]1=[CH:15][CH:16]=[CH:17][CH:18]=2. The catalyst class is: 34. (3) Reactant: [CH2:1]([O:8][C:9]1[CH:13]=[C:12]([C:14](OC)=[O:15])[N:11]([CH2:18][CH3:19])[N:10]=1)[C:2]1[CH:7]=[CH:6][CH:5]=[CH:4][CH:3]=1.[H-].[Al+3].[Li+].[H-].[H-].[H-].O.O.O.O.O.O.O.O.O.O.S([O-])([O-])(=O)=O.[Na+].[Na+]. Product: [CH2:1]([O:8][C:9]1[CH:13]=[C:12]([CH:14]=[O:15])[N:11]([CH2:18][CH3:19])[N:10]=1)[C:2]1[CH:3]=[CH:4][CH:5]=[CH:6][CH:7]=1. The catalyst class is: 7. (4) Reactant: [F:1][C:2]1[CH:7]=[C:6]([F:8])[CH:5]=[CH:4][C:3]=1[S:9]([NH:12][C:13]1[C:14]([O:29][CH3:30])=[N:15][CH:16]=[C:17]([C:19]2[CH:24]=[CH:23][N:22]3[N:25]=[CH:26][C:27](I)=[C:21]3[N:20]=2)[CH:18]=1)(=[O:11])=[O:10].C(N(C(C)C)CC)(C)C.[CH3:40][C:41]([OH:45])([C:43]#[CH:44])[CH3:42]. Product: [F:1][C:2]1[CH:7]=[C:6]([F:8])[CH:5]=[CH:4][C:3]=1[S:9]([NH:12][C:13]1[C:14]([O:29][CH3:30])=[N:15][CH:16]=[C:17]([C:19]2[CH:24]=[CH:23][N:22]3[N:25]=[CH:26][C:27]([C:44]#[C:43][C:41]([OH:45])([CH3:42])[CH3:40])=[C:21]3[N:20]=2)[CH:18]=1)(=[O:11])=[O:10]. The catalyst class is: 538. (5) Product: [O:25]=[C:16]1[C:15]([C:12]2[CH:11]=[CH:10][C:9]([C:4]3[CH:5]=[CH:6][CH:7]=[CH:8][N:3]=3)=[CH:14][CH:13]=2)=[N:19][C:18]2([CH2:24][CH2:23][CH2:22][O:21][CH2:20]2)[N:17]1[CH2:27][C:28]([NH:30][C:31]1[CH:36]=[CH:35][CH:34]=[C:33]([C:37]([F:38])([F:39])[F:40])[CH:32]=1)=[O:29]. The catalyst class is: 121. Reactant: [H-].[Na+].[N:3]1[CH:8]=[CH:7][CH:6]=[CH:5][C:4]=1[C:9]1[CH:14]=[CH:13][C:12]([C:15]2[C:16](=[O:25])[NH:17][C:18]3([CH2:24][CH2:23][CH2:22][O:21][CH2:20]3)[N:19]=2)=[CH:11][CH:10]=1.Br[CH2:27][C:28]([NH:30][C:31]1[CH:36]=[CH:35][CH:34]=[C:33]([C:37]([F:40])([F:39])[F:38])[CH:32]=1)=[O:29]. (6) Reactant: [H-].[Na+].[NH:3]1[C:7]2=[N:8][CH:9]=[CH:10][CH:11]=[C:6]2[CH:5]=[CH:4]1.[CH3:12][Si:13]([CH2:16][CH2:17][O:18][CH2:19]Cl)([CH3:15])[CH3:14]. Product: [CH3:12][Si:13]([CH3:15])([CH3:14])[CH2:16][CH2:17][O:18][CH2:19][N:3]1[C:7]2=[N:8][CH:9]=[CH:10][CH:11]=[C:6]2[CH:5]=[CH:4]1. The catalyst class is: 3.